This data is from Forward reaction prediction with 1.9M reactions from USPTO patents (1976-2016). The task is: Predict the product of the given reaction. (1) Given the reactants [CH2:1]([P:3]([CH2:10][CH:11]([CH3:14])[CH2:12][OH:13])(=[O:9])[O:4]CCCC)[CH3:2].O, predict the reaction product. The product is: [CH2:1]([P:3]([CH2:10][CH:11]([CH3:14])[CH2:12][OH:13])(=[O:4])[OH:9])[CH3:2]. (2) Given the reactants [F:1][C:2]1[CH:24]=[CH:23][CH:22]=[CH:21][C:3]=1[O:4][C:5]1[C:18](=[O:19])[N:17]([CH3:20])[C:8]2[N:9]=[C:10](S(C)(=O)=O)[N:11]=[CH:12][C:7]=2[CH:6]=1.[CH2:25]([NH2:29])[CH:26]([CH3:28])[CH3:27], predict the reaction product. The product is: [F:1][C:2]1[CH:24]=[CH:23][CH:22]=[CH:21][C:3]=1[O:4][C:5]1[C:18](=[O:19])[N:17]([CH3:20])[C:8]2[N:9]=[C:10]([NH:29][CH2:25][CH:26]([CH3:28])[CH3:27])[N:11]=[CH:12][C:7]=2[CH:6]=1. (3) Given the reactants Cl[CH2:2][CH:3]([O:6][CH3:7])[O:4][CH3:5].[CH:8]1([NH2:14])[CH2:13][CH2:12][CH2:11][CH2:10][CH2:9]1.[OH-].[Na+], predict the reaction product. The product is: [CH3:5][O:4][CH:3]([O:6][CH3:7])[CH2:2][NH:14][CH:8]1[CH2:13][CH2:12][CH2:11][CH2:10][CH2:9]1. (4) Given the reactants [CH2:1]([O:8][C:9]([N:11]1[CH2:13][C@H:12]1[C:14]([OH:16])=[O:15])=[O:10])[C:2]1[CH:7]=[CH:6][CH:5]=[CH:4][CH:3]=1.[OH:17][CH2:18][CH2:19][N:20]([CH2:28][C:29]1[CH:34]=[CH:33][C:32]([O:35][CH3:36])=[CH:31][CH:30]=1)[C:21](=[O:27])[O:22][C:23]([CH3:26])([CH3:25])[CH3:24].B(F)(F)F.[CH3:41]COCC.C(=O)(O)[O-].[Na+], predict the reaction product. The product is: [CH2:1]([O:8][C:9]([NH:11][C@H:12]([C:14]([O:16][CH3:41])=[O:15])[CH2:13][O:17][CH2:18][CH2:19][N:20]([C:21]([O:22][C:23]([CH3:24])([CH3:25])[CH3:26])=[O:27])[CH2:28][C:29]1[CH:34]=[CH:33][C:32]([O:35][CH3:36])=[CH:31][CH:30]=1)=[O:10])[C:2]1[CH:3]=[CH:4][CH:5]=[CH:6][CH:7]=1. (5) The product is: [CH3:1][C@@:2]12[CH2:19][CH2:18][C@@H:17]3[C@:12]([CH3:22])([CH2:13][CH2:14][CH2:15][C:16]3([CH3:20])[CH3:21])[C@H:11]1[CH2:10][O:9][C:8]1[C:3]2=[C:4]([OH:27])[CH:5]=[C:6]([OH:23])[CH:7]=1. Given the reactants [CH3:1][C@@:2]12[CH2:19][CH2:18][C@@H:17]3[C@:12]([CH3:22])([CH2:13][CH2:14][CH2:15][C:16]3([CH3:21])[CH3:20])[C@H:11]1[CH2:10][O:9][C:8]1[C:3]2=[C:4]([O:27]C(C)C)[CH:5]=[C:6]([O:23]C(C)C)[CH:7]=1.B(Br)(Br)Br, predict the reaction product. (6) Given the reactants [F:1][C:2]1[CH:3]=[C:4]([CH:8]([N:20]2[CH2:25][CH2:24][CH2:23][CH2:22][CH2:21]2)[C:9]([O:11][C@@H:12]2[CH:17]3[CH2:18][CH2:19][N:14]([CH2:15][CH2:16]3)[CH2:13]2)=[O:10])[CH:5]=[CH:6][CH:7]=1.[Br:26][CH2:27][C:28]([C:30]1[CH:35]=[CH:34][CH:33]=[CH:32][CH:31]=1)=[O:29], predict the reaction product. The product is: [Br-:26].[F:1][C:2]1[CH:3]=[C:4]([CH:8]([N:20]2[CH2:25][CH2:24][CH2:23][CH2:22][CH2:21]2)[C:9]([O:11][C@@H:12]2[CH:17]3[CH2:18][CH2:19][N+:14]([CH2:27][C:28](=[O:29])[C:30]4[CH:35]=[CH:34][CH:33]=[CH:32][CH:31]=4)([CH2:15][CH2:16]3)[CH2:13]2)=[O:10])[CH:5]=[CH:6][CH:7]=1.